From a dataset of Peptide-MHC class II binding affinity with 134,281 pairs from IEDB. Regression. Given a peptide amino acid sequence and an MHC pseudo amino acid sequence, predict their binding affinity value. This is MHC class II binding data. (1) The peptide sequence is RFFVWGDEVPLLTKF. The MHC is DRB5_0101 with pseudo-sequence DRB5_0101. The binding affinity (normalized) is 0.245. (2) The peptide sequence is KVTFLSQVHPSPLLT. The binding affinity (normalized) is 0.420. The MHC is DRB1_1501 with pseudo-sequence DRB1_1501.